Predict which catalyst facilitates the given reaction. From a dataset of Catalyst prediction with 721,799 reactions and 888 catalyst types from USPTO. (1) Reactant: [C:1]([N:8]1[CH2:13][CH2:12][NH:11][CH2:10][CH2:9]1)([O:3][C:4]([CH3:7])([CH3:6])[CH3:5])=[O:2].C(N(CC)CC)C.[C:21]1([CH2:27][C:28](Cl)=[O:29])[CH:26]=[CH:25][CH:24]=[CH:23][CH:22]=1. Product: [C:21]1([CH2:27][C:28]([N:11]2[CH2:10][CH2:9][N:8]([C:1]([O:3][C:4]([CH3:7])([CH3:6])[CH3:5])=[O:2])[CH2:13][CH2:12]2)=[O:29])[CH:26]=[CH:25][CH:24]=[CH:23][CH:22]=1. The catalyst class is: 1. (2) Reactant: [NH2:1][C:2]1[C:3](=[O:8])[NH:4][CH:5]=[CH:6][CH:7]=1.[I-].[Na+].Br[CH2:12][CH2:13][CH2:14][CH2:15][CH2:16][N:17]1[C:26]2[C:21]([C:22](=[O:28])[NH:23][C:24](=[O:27])[N:25]=2)=[N:20][C:19]2[CH:29]=[C:30]([CH3:34])[C:31]([CH3:33])=[CH:32][C:18]1=2. Product: [CH3:34][C:30]1[C:31]([CH3:33])=[CH:32][C:18]2[N:17]([CH2:16][CH2:15][CH2:14][CH2:13][CH2:12][NH:1][C:2]3[C:3](=[O:8])[NH:4][CH:5]=[CH:6][CH:7]=3)[C:26]3[C:21]([C:22](=[O:28])[NH:23][C:24](=[O:27])[N:25]=3)=[N:20][C:19]=2[CH:29]=1. The catalyst class is: 3. (3) Reactant: Cl[C:2]1[N:7]=[C:6]([N:8]([CH3:13])[S:9]([CH3:12])(=[O:11])=[O:10])[C:5]([Cl:14])=[C:4]([NH:15][C:16]2[CH:20]=[C:19]([O:21][CH3:22])[NH:18][N:17]=2)[N:3]=1.ClC1C(NC2C=C(OC)NN=2)=NC([NH:30][C@H:31]([C:33]2[N:38]=[CH:37][C:36]([F:39])=[CH:35][N:34]=2)[CH3:32])=NC=1.CCN(C(C)C)C(C)C. Product: [Cl:14][C:5]1[C:6]([N:8]([CH3:13])[S:9]([CH3:12])(=[O:11])=[O:10])=[N:7][C:2]([NH:30][C@H:31]([C:33]2[N:38]=[CH:37][C:36]([F:39])=[CH:35][N:34]=2)[CH3:32])=[N:3][C:4]=1[NH:15][C:16]1[CH:20]=[C:19]([O:21][CH3:22])[NH:18][N:17]=1. The catalyst class is: 114. (4) Reactant: C(N(CC)CC)C.[CH3:8][O:9][C:10]1[CH:26]=[CH:25][C:13]([CH2:14][NH:15][CH2:16][C:17]2[CH:22]=[CH:21][C:20]([O:23][CH3:24])=[CH:19][CH:18]=2)=[CH:12][CH:11]=1.Cl[C:28]1[C:33]([N+:34]([O-:36])=[O:35])=[C:32]([NH:37][CH2:38][C:39]2[CH:40]=[N:41][CH:42]=[CH:43][CH:44]=2)[CH:31]=[C:30]([CH2:45][CH2:46][CH2:47][CH2:48][CH3:49])[N:29]=1. Product: [CH3:24][O:23][C:20]1[CH:21]=[CH:22][C:17]([CH2:16][N:15]([CH2:14][C:13]2[CH:12]=[CH:11][C:10]([O:9][CH3:8])=[CH:26][CH:25]=2)[C:28]2[C:33]([N+:34]([O-:36])=[O:35])=[C:32]([NH:37][CH2:38][C:39]3[CH:40]=[N:41][CH:42]=[CH:43][CH:44]=3)[CH:31]=[C:30]([CH2:45][CH2:46][CH2:47][CH2:48][CH3:49])[N:29]=2)=[CH:18][CH:19]=1. The catalyst class is: 11. (5) Reactant: [CH2:1]([N:3]1[C:7]2[C:8]([F:22])=[CH:9][C:10]([N:12]3[CH2:16][C@H:15]([C:17]([O:19]C)=O)[O:14][C:13]3=[O:21])=[CH:11][C:6]=2[O:5][C:4]1=[O:23])[CH3:2].[NH3:24]. The catalyst class is: 5. Product: [CH2:1]([N:3]1[C:7]2[C:8]([F:22])=[CH:9][C:10]([N:12]3[CH2:16][C@H:15]([C:17]([NH2:24])=[O:19])[O:14][C:13]3=[O:21])=[CH:11][C:6]=2[O:5][C:4]1=[O:23])[CH3:2].